Task: Regression. Given a peptide amino acid sequence and an MHC pseudo amino acid sequence, predict their binding affinity value. This is MHC class I binding data.. Dataset: Peptide-MHC class I binding affinity with 185,985 pairs from IEDB/IMGT The peptide sequence is GTSADLTVEK. The MHC is HLA-B57:01 with pseudo-sequence HLA-B57:01. The binding affinity (normalized) is 0.245.